This data is from Full USPTO retrosynthesis dataset with 1.9M reactions from patents (1976-2016). The task is: Predict the reactants needed to synthesize the given product. (1) Given the product [Cl:30][C:2]1[CH:7]=[CH:6][C:5]([C:8]2[C:14]3[CH:15]=[C:16]4[O:21][CH2:20][O:19][C:17]4=[CH:18][C:13]=3[CH2:12][C:11]3=[N:22][CH:23]=[C:24]([CH3:25])[N:10]3[N:9]=2)=[CH:4][CH:3]=1, predict the reactants needed to synthesize it. The reactants are: N[C:2]1[CH:7]=[CH:6][C:5]([C:8]2[C:14]3[CH:15]=[C:16]4[O:21][CH2:20][O:19][C:17]4=[CH:18][C:13]=3[CH2:12][C:11]3=[N:22][CH:23]=[C:24]([CH3:25])[N:10]3[N:9]=2)=[CH:4][CH:3]=1.N([O-])=O.[Na+].[Cl-:30].[Na+].S([O-])([O-])=O.[Na+].[Na+]. (2) Given the product [NH2:1][C:2]1[CH:3]=[C:4]([C:5]([N:7]2[CH2:12][CH2:11][CH:10]([C:13]3[CH:20]=[CH:19][C:16]([S:37]([CH3:36])(=[O:39])=[O:38])=[CH:15][CH:14]=3)[CH2:9][CH2:8]2)=[O:6])[CH:21]=[CH:22][C:23]=1[CH3:24], predict the reactants needed to synthesize it. The reactants are: [NH2:1][C:2]1[CH:3]=[C:4]([CH:21]=[CH:22][C:23]=1[CH3:24])[C:5]([N:7]1[CH2:12][CH2:11][CH:10]([C:13]2[CH:20]=[CH:19][C:16](C#N)=[CH:15][CH:14]=2)[CH2:9][CH2:8]1)=[O:6].NC1C=C(C=CC=1C)C(O)=O.[CH3:36][S:37](C1C=CC(C2CCNCC2)=CC=1)(=[O:39])=[O:38]. (3) The reactants are: [CH2:1]([O:19][C:20]1[CH:21]=[C:22]([CH:27]=[C:28]([O:49][CH2:50][CH2:51][CH2:52][CH2:53][CH2:54][CH2:55][CH2:56][CH2:57][CH2:58][CH2:59][CH2:60][CH2:61][CH2:62][CH2:63][CH2:64][CH2:65][CH2:66][CH3:67])[C:29]=1[O:30][CH2:31][CH2:32][CH2:33][CH2:34][CH2:35][CH2:36][CH2:37][CH2:38][CH2:39][CH2:40][CH2:41][CH2:42][CH2:43][CH2:44][CH2:45][CH2:46][CH2:47][CH3:48])[C:23]([O:25][CH3:26])=[O:24])[CH2:2][CH2:3][CH2:4][CH2:5][CH2:6][CH2:7][CH2:8][CH2:9][CH2:10][CH2:11][CH2:12][CH2:13][CH2:14][CH2:15][CH2:16][CH2:17][CH3:18].C1CCCCC1. Given the product [CH2:1]([O:19][CH:20]1[CH:29]([O:30][CH2:31][CH2:32][CH2:33][CH2:34][CH2:35][CH2:36][CH2:37][CH2:38][CH2:39][CH2:40][CH2:41][CH2:42][CH2:43][CH2:44][CH2:45][CH2:46][CH2:47][CH3:48])[CH:28]([O:49][CH2:50][CH2:51][CH2:52][CH2:53][CH2:54][CH2:55][CH2:56][CH2:57][CH2:58][CH2:59][CH2:60][CH2:61][CH2:62][CH2:63][CH2:64][CH2:65][CH2:66][CH3:67])[CH2:27][CH:22]([C:23]([O:25][CH3:26])=[O:24])[CH2:21]1)[CH2:2][CH2:3][CH2:4][CH2:5][CH2:6][CH2:7][CH2:8][CH2:9][CH2:10][CH2:11][CH2:12][CH2:13][CH2:14][CH2:15][CH2:16][CH2:17][CH3:18], predict the reactants needed to synthesize it. (4) The reactants are: [CH3:1][C:2]1[C:11]([C:12]2[N:16]([CH3:17])[N:15]=[CH:14][CH:13]=2)=[CH:10][CH:9]=[CH:8][C:3]=1[C:4]([O:6][CH3:7])=[O:5].[Cl:18]N1C(=O)CCC1=O. Given the product [Cl:18][C:13]1[CH:14]=[N:15][N:16]([CH3:17])[C:12]=1[C:11]1[C:2]([CH3:1])=[C:3]([CH:8]=[CH:9][CH:10]=1)[C:4]([O:6][CH3:7])=[O:5], predict the reactants needed to synthesize it. (5) Given the product [Br:1][C:2]1[CH:14]=[N:13][C:12]2[C:11]3[CH:10]=[CH:9][C:8]([S:15]([CH3:18])(=[O:17])=[O:16])=[CH:7][C:6]=3[N:5]([C@H:25]([C:19]3[CH:24]=[CH:23][CH:22]=[CH:21][CH:20]=3)[CH:27]3[CH2:28][CH2:29][O:30][CH2:31][CH2:32]3)[C:4]=2[CH:3]=1, predict the reactants needed to synthesize it. The reactants are: [Br:1][C:2]1[CH:14]=[N:13][C:12]2[C:11]3[CH:10]=[CH:9][C:8]([S:15]([CH3:18])(=[O:17])=[O:16])=[CH:7][C:6]=3[NH:5][C:4]=2[CH:3]=1.[C:19]1([C@@H:25]([CH:27]2[CH2:32][CH2:31][O:30][CH2:29][CH2:28]2)O)[CH:24]=[CH:23][CH:22]=[CH:21][CH:20]=1.C1(P(C2C=CC=CC=2)C2C=CC=CC=2)C=CC=CC=1.CC(OC(/N=N/C(OC(C)C)=O)=O)C. (6) Given the product [Br:1][CH2:2][C@@H:3]([C:5]1[CH:6]=[CH:7][C:8]2[O:13][C:12]([CH3:14])([CH3:15])[O:11][CH2:10][C:9]=2[CH:16]=1)[O:4][Si:22]([C:25]([CH3:28])([CH3:27])[CH3:26])([CH3:24])[CH3:23], predict the reactants needed to synthesize it. The reactants are: [Br:1][CH2:2][C@@H:3]([C:5]1[CH:6]=[CH:7][C:8]2[O:13][C:12]([CH3:15])([CH3:14])[O:11][CH2:10][C:9]=2[CH:16]=1)[OH:4].N1C=CN=C1.[Si:22](Cl)([C:25]([CH3:28])([CH3:27])[CH3:26])([CH3:24])[CH3:23]. (7) Given the product [F:1][C:2]1[N:7]=[CH:6][C:5]([NH:8][C:38]([CH:34]2[CH2:35][CH2:36][CH2:37][N:33]2[C:25]2[N:24]=[C:23]([NH:22][C:19]3[CH:18]=[C:17]([CH:14]([CH3:16])[CH3:15])[NH:21][CH:20]=3)[C:32]3[CH2:31][CH2:30][CH2:29][CH2:28][C:27]=3[N:26]=2)=[O:39])=[CH:4][CH:3]=1, predict the reactants needed to synthesize it. The reactants are: [F:1][C:2]1[N:7]=[CH:6][C:5]([NH2:8])=[CH:4][CH:3]=1.C([Mg]Cl)(C)C.[CH:14]([C:17]1[NH:21][CH:20]=[C:19]([NH:22][C:23]2[C:32]3[CH2:31][CH2:30][CH2:29][CH2:28][C:27]=3[N:26]=[C:25]([N:33]3[CH2:37][CH2:36][CH2:35][CH:34]3[C:38](OC)=[O:39])[N:24]=2)[CH:18]=1)([CH3:16])[CH3:15]. (8) Given the product [CH3:9][O:8][C:6](=[O:7])[CH:5]([C:14](=[O:15])[CH2:13][O:12][CH3:11])[C:4](=[O:10])[CH2:3][O:2][CH3:1], predict the reactants needed to synthesize it. The reactants are: [CH3:1][O:2][CH2:3][C:4](=[O:10])[CH2:5][C:6]([O:8][CH3:9])=[O:7].[CH3:11][O:12][CH2:13][C:14](Cl)=[O:15]. (9) Given the product [C:1]1([C@H:7]([CH2:11][C:20](=[O:19])[CH3:21])[C:8](=[O:10])[CH3:15])[CH:2]=[CH:3][CH:4]=[CH:5][CH:6]=1, predict the reactants needed to synthesize it. The reactants are: [C:1]1([C@H:7]([CH2:11]C(O)=O)[C:8]([OH:10])=O)[CH:6]=[CH:5][CH:4]=[CH:3][CH:2]=1.[CH3:15][Li].C([O:19][CH2:20][CH3:21])C. (10) Given the product [CH:1]1([C:4]2[O:8][N:7]=[C:6]([C:9]3[C:10]([Cl:16])=[CH:11][CH:12]=[CH:13][C:14]=3[Cl:15])[C:5]=2[CH2:17][O:18][C:20]2[CH:21]=[CH:22][C:23]([C:26]3[CH:35]=[C:34]4[C:29]([CH:30]=[C:31]([C:36]([O:38][CH3:39])=[O:37])[N:32]=[CH:33]4)=[CH:28][CH:27]=3)=[CH:24][CH:25]=2)[CH2:3][CH2:2]1, predict the reactants needed to synthesize it. The reactants are: [CH:1]1([C:4]2[O:8][N:7]=[C:6]([C:9]3[C:14]([Cl:15])=[CH:13][CH:12]=[CH:11][C:10]=3[Cl:16])[C:5]=2[CH2:17][OH:18])[CH2:3][CH2:2]1.O[C:20]1[CH:25]=[CH:24][C:23]([C:26]2[CH:35]=[C:34]3[C:29]([CH:30]=[C:31]([C:36]([O:38][CH3:39])=[O:37])[N:32]=[CH:33]3)=[CH:28][CH:27]=2)=[CH:22][CH:21]=1.C1(P(C2C=CC=CC=2)C2C=CC=CC=2)C=CC=CC=1.N(C(OC(C)C)=O)=NC(OC(C)C)=O.